This data is from Forward reaction prediction with 1.9M reactions from USPTO patents (1976-2016). The task is: Predict the product of the given reaction. (1) Given the reactants [OH:1][C@@H:2]1[CH2:6][N:5]([C:7]([O:9][C:10]([CH3:13])([CH3:12])[CH3:11])=[O:8])[C@H:4]([C:14]([O:16][CH3:17])=[O:15])[CH2:3]1.C1N2CCN(CC2)C1.[S:26](Cl)([C:29]1[CH:35]=[CH:34][C:32]([Br:33])=[CH:31][CH:30]=1)(=[O:28])=[O:27], predict the reaction product. The product is: [Br:33][C:32]1[CH:34]=[CH:35][C:29]([S:26]([O:1][C@@H:2]2[CH2:6][N:5]([C:7]([O:9][C:10]([CH3:11])([CH3:12])[CH3:13])=[O:8])[C@H:4]([C:14]([O:16][CH3:17])=[O:15])[CH2:3]2)(=[O:28])=[O:27])=[CH:30][CH:31]=1. (2) Given the reactants [Br:1][C:2]1[CH:3]=[N:4][C:5](C#N)=[N:6][CH:7]=1.C[Mg+].[Br-].[CH2:13]1[CH2:17][O:16]CC1, predict the reaction product. The product is: [Br:1][C:2]1[CH:3]=[N:4][C:5]([C:17](=[O:16])[CH3:13])=[N:6][CH:7]=1. (3) Given the reactants [CH3:1][C:2]1[CH:3]=[C:4]([NH:8][C:9]([NH:11][C:12]2[CH:32]=[CH:31][C:15]([O:16][C:17]3[CH:22]=[CH:21][N:20]=[C:19]([C:23]4[NH:27][CH:26]=[C:25]([C:28](O)=[O:29])[CH:24]=4)[CH:18]=3)=[CH:14][CH:13]=2)=[O:10])[CH:5]=[CH:6][CH:7]=1.CN(C(ON1N=NC2C=CC=NC1=2)=[N+](C)C)C.F[P-](F)(F)(F)(F)F.C(N(CC)C(C)C)(C)C.[NH2:66][CH2:67][CH2:68][CH2:69][OH:70], predict the reaction product. The product is: [OH:70][CH2:69][CH2:68][CH2:67][NH:66][C:28]([C:25]1[CH:24]=[C:23]([C:19]2[CH:18]=[C:17]([O:16][C:15]3[CH:14]=[CH:13][C:12]([NH:11][C:9]([NH:8][C:4]4[CH:5]=[CH:6][CH:7]=[C:2]([CH3:1])[CH:3]=4)=[O:10])=[CH:32][CH:31]=3)[CH:22]=[CH:21][N:20]=2)[NH:27][CH:26]=1)=[O:29]. (4) Given the reactants [NH2:1][C:2]1[C:7]([N+:8]([O-:10])=[O:9])=[CH:6][N:5]=[C:4]([C:11]([OH:13])=O)[CH:3]=1.S(Cl)(Cl)=O.N1C=CC=CC=1.[F:24][C:25]([F:34])([F:33])[C:26]1[CH:31]=[CH:30][N:29]=[C:28]([NH2:32])[CH:27]=1, predict the reaction product. The product is: [NH2:1][C:2]1[C:7]([N+:8]([O-:10])=[O:9])=[CH:6][N:5]=[C:4]([C:11]([NH:32][C:28]2[CH:27]=[C:26]([C:25]([F:33])([F:24])[F:34])[CH:31]=[CH:30][N:29]=2)=[O:13])[CH:3]=1. (5) Given the reactants [Br:1][C:2]1[C:10]([Cl:11])=[CH:9][C:8]2[NH:7][N:6]=[CH:5][C:4]=2[C:3]=1[C:12]([O:14][CH3:15])=[O:13].[C:16](Cl)([C:29]1[CH:34]=[CH:33][CH:32]=[CH:31][CH:30]=1)([C:23]1[CH:28]=[CH:27][CH:26]=[CH:25][CH:24]=1)[C:17]1[CH:22]=[CH:21][CH:20]=[CH:19][CH:18]=1.CCN(C(C)C)C(C)C, predict the reaction product. The product is: [Br:1][C:2]1[C:10]([Cl:11])=[CH:9][C:8]2[N:7]([C:16]([C:17]3[CH:22]=[CH:21][CH:20]=[CH:19][CH:18]=3)([C:29]3[CH:30]=[CH:31][CH:32]=[CH:33][CH:34]=3)[C:23]3[CH:24]=[CH:25][CH:26]=[CH:27][CH:28]=3)[N:6]=[CH:5][C:4]=2[C:3]=1[C:12]([O:14][CH3:15])=[O:13]. (6) Given the reactants [NH2:1][CH2:2][C:3]([C:6]1[CH:11]=[CH:10][C:9]([NH:12][C:13](=[O:24])[C:14]2[CH:19]=[CH:18][C:17]([O:20][CH3:21])=[C:16]([O:22][CH3:23])[CH:15]=2)=[CH:8][CH:7]=1)([CH3:5])[CH3:4].[F:25][C:26]([F:37])([F:36])[C:27](O[C:27](=[O:28])[C:26]([F:37])([F:36])[F:25])=[O:28], predict the reaction product. The product is: [CH3:4][C:3]([C:6]1[CH:7]=[CH:8][C:9]([NH:12][C:13](=[O:24])[C:14]2[CH:19]=[CH:18][C:17]([O:20][CH3:21])=[C:16]([O:22][CH3:23])[CH:15]=2)=[CH:10][CH:11]=1)([CH3:5])[CH2:2][NH:1][C:27](=[O:28])[C:26]([F:37])([F:36])[F:25]. (7) The product is: [Cl:1][C:2]1[CH:23]=[C:22]([C:24]([F:27])([F:25])[F:26])[CH:21]=[CH:20][C:3]=1[CH2:4][N:5]1[C:9]([CH2:10][CH2:11][C:12]([O:14][CH2:15][CH3:16])=[O:13])=[CH:8][C:7]([CH:17]([CH3:18])[CH3:19])=[N:6]1. Given the reactants [Cl:1][C:2]1[CH:23]=[C:22]([C:24]([F:27])([F:26])[F:25])[CH:21]=[CH:20][C:3]=1[CH2:4][N:5]1[C:9](/[CH:10]=[CH:11]/[C:12]([O:14][CH2:15][CH3:16])=[O:13])=[CH:8][C:7]([CH:17]([CH3:19])[CH3:18])=[N:6]1, predict the reaction product. (8) Given the reactants [Cl:1][C:2]1[CH:3]=[C:4]([CH:8]=[CH:9][C:10]=1[Cl:11])[C:5]([OH:7])=O.ON1C2C=CC=CC=2N=N1.Cl.CN(C)CCCN=C=NCC.C(N(CC)C(C)C)(C)C.[NH:43]1[CH2:48][CH2:47][O:46][C@@H:45]([CH2:49][NH:50][C:51](=[O:57])[O:52][C:53]([CH3:56])([CH3:55])[CH3:54])[CH2:44]1, predict the reaction product. The product is: [Cl:1][C:2]1[CH:3]=[C:4]([CH:8]=[CH:9][C:10]=1[Cl:11])[C:5]([N:43]1[CH2:48][CH2:47][O:46][C@@H:45]([CH2:49][NH:50][C:51](=[O:57])[O:52][C:53]([CH3:55])([CH3:54])[CH3:56])[CH2:44]1)=[O:7]. (9) The product is: [OH:8][C:9]1[CH:14]=[C:13]([OH:15])[CH:12]=[CH:11][C:10]=1[CH:23]1[CH2:28][CH2:27][C:26](=[CH:29][C:30]([O:32][CH2:33][C:34]2[CH:35]=[CH:36][CH:37]=[CH:38][CH:39]=2)=[O:31])[CH2:25][CH2:24]1. Given the reactants [Si]([O:8][C:9]1[CH:14]=[C:13]([O:15][Si](C(C)(C)C)(C)C)[CH:12]=[CH:11][C:10]=1[CH:23]1[CH2:28][CH2:27][C:26](=[CH:29][C:30]([O:32][CH2:33][C:34]2[CH:39]=[CH:38][CH:37]=[CH:36][CH:35]=2)=[O:31])[CH2:25][CH2:24]1)(C(C)(C)C)(C)C.O1CCCC1.O.[F-].C([N+](CCCC)(CCCC)CCCC)CCC, predict the reaction product. (10) Given the reactants [H-].[Na+].[N:3]1[CH:7]=[C:6]([CH2:8][N:9]([CH:19]([CH3:21])[CH3:20])[C:10]2[CH:15]=[CH:14][CH:13]=[C:12]([N+:16]([O-:18])=[O:17])[CH:11]=2)[NH:5][CH:4]=1.[CH3:22][Si:23]([CH3:30])([CH3:29])[CH2:24][CH2:25][O:26][CH2:27]Cl, predict the reaction product. The product is: [CH:19]([N:9]([C:10]1[CH:15]=[CH:14][CH:13]=[C:12]([N+:16]([O-:18])=[O:17])[CH:11]=1)[CH2:8][C:6]1[N:5]([CH2:27][O:26][CH2:25][CH2:24][Si:23]([CH3:30])([CH3:29])[CH3:22])[CH:4]=[N:3][CH:7]=1)([CH3:21])[CH3:20].